This data is from Catalyst prediction with 721,799 reactions and 888 catalyst types from USPTO. The task is: Predict which catalyst facilitates the given reaction. (1) Reactant: [H-].[Na+].[OH:3][C:4]1[C:5]([CH3:18])=[C:6]([CH:11]=[CH:12][C:13]=1[S:14]([CH3:17])(=[O:16])=[O:15])[C:7]([O:9][CH3:10])=[O:8].[CH3:19][O:20][CH2:21][CH2:22]Br.[I-].[K+]. Product: [CH3:19][O:20][CH2:21][CH2:22][O:3][C:4]1[C:5]([CH3:18])=[C:6]([CH:11]=[CH:12][C:13]=1[S:14]([CH3:17])(=[O:16])=[O:15])[C:7]([O:9][CH3:10])=[O:8]. The catalyst class is: 42. (2) Reactant: [CH3:1][N:2]1[C:7](=[O:8])[C:6]2[C:9]([C:30]3[CH:35]=[CH:34][CH:33]=[CH:32][CH:31]=3)=[C:10]([C:12]3[CH:17]=[CH:16][C:15]([C:18]4([NH:22][C:23](=[O:29])[O:24][C:25]([CH3:28])([CH3:27])[CH3:26])[CH2:21][CH2:20][CH2:19]4)=[CH:14][CH:13]=3)[O:11][C:5]=2[N:4]=[C:3]1S(C)(=O)=O.Cl.[NH2:41][CH2:42][C:43]([NH2:45])=[O:44].C(N(CC)CC)C. Product: [NH2:45][C:43](=[O:44])[CH2:42][NH:41][C:3]1[N:2]([CH3:1])[C:7](=[O:8])[C:6]2[C:9]([C:30]3[CH:35]=[CH:34][CH:33]=[CH:32][CH:31]=3)=[C:10]([C:12]3[CH:17]=[CH:16][C:15]([C:18]4([NH:22][C:23](=[O:29])[O:24][C:25]([CH3:26])([CH3:27])[CH3:28])[CH2:19][CH2:20][CH2:21]4)=[CH:14][CH:13]=3)[O:11][C:5]=2[N:4]=1. The catalyst class is: 248. (3) Reactant: [CH3:1][C:2]1([CH3:23])[NH:7][C:6](=[O:8])[C:5]2[S:9][C:10]([N:12]3[C:17]4[CH:18]=[C:19]([OH:22])[CH:20]=[CH:21][C:16]=4[O:15][CH2:14][CH2:13]3)=[N:11][C:4]=2[CH2:3]1.[Cl:24][C:25]1[CH:30]=[C:29](Cl)[N:28]=[C:27]([CH3:32])[N:26]=1.CC(C)([O-])C.[Na+]. Product: [Cl:24][C:25]1[N:26]=[C:27]([CH3:32])[N:28]=[C:29]([O:22][C:19]2[CH:20]=[CH:21][C:16]3[O:15][CH2:14][CH2:13][N:12]([C:10]4[S:9][C:5]5[C:6](=[O:8])[NH:7][C:2]([CH3:23])([CH3:1])[CH2:3][C:4]=5[N:11]=4)[C:17]=3[CH:18]=2)[CH:30]=1. The catalyst class is: 1. (4) Reactant: [N:1]1[CH:2]=[C:3]([S:10][C:11]2[CH:20]=[CH:19][C:14]3[N:15]=[C:16]([NH2:18])[S:17][C:13]=3[CH:12]=2)[N:4]2[CH:9]=[CH:8][CH:7]=[N:6][C:5]=12.[C:21](Cl)(=[O:28])[C:22]1[CH:27]=[CH:26][CH:25]=[CH:24][CH:23]=1. Product: [N:1]1[CH:2]=[C:3]([S:10][C:11]2[CH:20]=[CH:19][C:14]3[N:15]=[C:16]([NH:18][C:21](=[O:28])[C:22]4[CH:27]=[CH:26][CH:25]=[CH:24][CH:23]=4)[S:17][C:13]=3[CH:12]=2)[N:4]2[CH:9]=[CH:8][CH:7]=[N:6][C:5]=12. The catalyst class is: 17. (5) Reactant: Br[C:2]1[CH:7]=[C:6]([CH3:8])[C:5]([N+:9]([O-:11])=[O:10])=[CH:4][N:3]=1.C([O-])([O-])=O.[Na+].[Na+].[N:18]1[CH:23]=[CH:22][CH:21]=[C:20](B(O)O)[CH:19]=1. Product: [CH3:8][C:6]1[C:5]([N+:9]([O-:11])=[O:10])=[CH:4][N:3]=[C:2]([C:20]2[CH:19]=[N:18][CH:23]=[CH:22][CH:21]=2)[CH:7]=1. The catalyst class is: 3. (6) Reactant: F[C:2]1[CH:9]=[CH:8][C:5]([C:6]#[N:7])=[C:4]([C:10]([F:13])([F:12])[F:11])[CH:3]=1.[H-].[Na+].[C:16](O)(=O)[CH2:17][C:18](CC(O)=O)(C(O)=O)[OH:19]. Product: [CH2:18]([O:19][C:2]1[CH:9]=[CH:8][C:5]([C:6]#[N:7])=[C:4]([C:10]([F:13])([F:12])[F:11])[CH:3]=1)[CH2:17][CH3:16]. The catalyst class is: 259. (7) Reactant: [F:1][C:2]1([F:52])[CH2:7][C@@H:6]([O:8][C:9]2[C:14]([CH3:15])=[CH:13][C:12]([S:16]([N:19](CC3C=CC(OC)=CC=3OC)[C:20]3[CH:25]=[CH:24][N:23]=[CH:22][N:21]=3)(=[O:18])=[O:17])=[C:11]([F:37])[CH:10]=2)[C@H:5]([C:38]2[CH:39]=[N:40][N:41](CC3C=CC(OC)=CC=3)[CH:42]=2)[CH2:4][CH2:3]1.C([SiH](CC)CC)C.FC(F)(F)C(O)=O. Product: [F:52][C:2]1([F:1])[CH2:7][C@@H:6]([O:8][C:9]2[C:14]([CH3:15])=[CH:13][C:12]([S:16]([NH:19][C:20]3[CH:25]=[CH:24][N:23]=[CH:22][N:21]=3)(=[O:17])=[O:18])=[C:11]([F:37])[CH:10]=2)[C@H:5]([C:38]2[CH:42]=[N:41][NH:40][CH:39]=2)[CH2:4][CH2:3]1. The catalyst class is: 4.